This data is from Full USPTO retrosynthesis dataset with 1.9M reactions from patents (1976-2016). The task is: Predict the reactants needed to synthesize the given product. (1) Given the product [C:38]([C:42]1[CH:46]=[C:45]([NH:47][C:20]([NH:19][CH2:18][C:17]2[CH:27]=[C:28]([F:31])[CH:29]=[CH:30][C:16]=2[CH2:15][O:14][C:10]2[CH:11]=[C:12]([CH3:13])[N:7]([CH2:6][C:5]3[CH:34]=[CH:35][CH:36]=[C:3]([O:2][CH3:1])[CH:4]=3)[C:8](=[O:33])[C:9]=2[Cl:32])=[O:26])[N:44]([C:57]2[CH:62]=[CH:61][CH:60]=[C:59]([O:63][CH3:64])[CH:58]=2)[N:43]=1)([CH3:41])([CH3:39])[CH3:40], predict the reactants needed to synthesize it. The reactants are: [CH3:1][O:2][C:3]1[CH:4]=[C:5]([CH:34]=[CH:35][CH:36]=1)[CH2:6][N:7]1[C:12]([CH3:13])=[CH:11][C:10]([O:14][CH2:15][C:16]2[CH:30]=[CH:29][C:28]([F:31])=[CH:27][C:17]=2[CH2:18][NH:19][C:20](=[O:26])OC(C)(C)C)=[C:9]([Cl:32])[C:8]1=[O:33].Cl.[C:38]([C:42]1[CH:46]=[C:45]([NH:47]C(=O)OC2C=CC=CC=2)[N:44]([C:57]2[CH:62]=[CH:61][CH:60]=[C:59]([O:63][CH3:64])[CH:58]=2)[N:43]=1)([CH3:41])([CH3:40])[CH3:39].C(N(CC)CC)C. (2) Given the product [O:39]=[C:34]1[CH:35]=[CH:36][C:37](=[O:38])[N:33]1[CH2:32][CH2:31][CH2:30][CH2:29][CH2:28][C:27]([NH:26][C@H:22]([C:21]([NH:20][C@H:12]([C:11]([NH:10][C:7]1[CH:6]=[CH:5][C:4]([CH2:3][O:2][C:1]([N:57]2[CH2:56][CH2:55][N:54]([C:60]([O:62][C:63]([CH3:66])([CH3:65])[CH3:64])=[O:61])[CH2:59][CH2:58]2)=[O:53])=[CH:9][CH:8]=1)=[O:42])[CH2:13][CH2:14][CH2:15][NH:16][C:17](=[O:18])[NH2:19])=[O:41])[CH:23]([CH3:24])[CH3:25])=[O:40], predict the reactants needed to synthesize it. The reactants are: [C:1](=[O:53])(OC1C=CC([N+]([O-])=O)=CC=1)[O:2][CH2:3][C:4]1[CH:9]=[CH:8][C:7]([NH:10][C:11](=[O:42])[C@@H:12]([NH:20][C:21](=[O:41])[C@@H:22]([NH:26][C:27](=[O:40])[CH2:28][CH2:29][CH2:30][CH2:31][CH2:32][N:33]2[C:37](=[O:38])[CH:36]=[CH:35][C:34]2=[O:39])[CH:23]([CH3:25])[CH3:24])[CH2:13][CH2:14][CH2:15][NH:16][C:17]([NH2:19])=[O:18])=[CH:6][CH:5]=1.[N:54]1([C:60]([O:62][C:63]([CH3:66])([CH3:65])[CH3:64])=[O:61])[CH2:59][CH2:58][NH:57][CH2:56][CH2:55]1.C(OCC)C. (3) The reactants are: Cl.N[CH2:3][CH:4]([CH3:8])[C:5]#[C:6][CH3:7].O.O[N:11]1C2C=CC=CC=2N=N1.Cl.CN(C)CCCN=C=NCC.[Cl:32][C:33]1[CH:34]=[C:35]([O:39][CH:40]([CH2:44][CH3:45])[C:41](O)=[O:42])[CH:36]=[N:37][CH:38]=1. Given the product [Cl:32][C:33]1[CH:34]=[C:35]([O:39][CH:40]([CH2:44][CH3:45])[C:41]([NH:11][C:4]([CH3:3])([C:5]#[C:6][CH3:7])[CH3:8])=[O:42])[CH:36]=[N:37][CH:38]=1, predict the reactants needed to synthesize it. (4) Given the product [Cl:1][C:2]1[CH:12]=[CH:11][C:10]([N+:13]([O-:15])=[O:14])=[CH:9][C:3]=1[CH:4]=[CH:5][C:6]([O:8][CH3:16])=[O:7], predict the reactants needed to synthesize it. The reactants are: [Cl:1][C:2]1[CH:12]=[CH:11][C:10]([N+:13]([O-:15])=[O:14])=[CH:9][C:3]=1[CH:4]=[CH:5][C:6]([OH:8])=[O:7].[C:16](=O)([O-])[O-].[K+].[K+].IC.CN(C)C=O.